This data is from Full USPTO retrosynthesis dataset with 1.9M reactions from patents (1976-2016). The task is: Predict the reactants needed to synthesize the given product. (1) Given the product [CH3:1][O:2][C:3](=[O:30])[CH2:4][C@H:5]1[C:9]2[CH:10]=[CH:11][C:12]([O:14][C@H:15]3[C:23]4[C:18](=[C:19]([CH2:28][N:34]5[CH2:33][CH:32]6[O:39][CH:36]([CH2:37][CH2:38]6)[CH2:35]5)[C:20]([C:24]([F:27])([F:25])[F:26])=[CH:21][CH:22]=4)[CH2:17][CH2:16]3)=[CH:13][C:8]=2[O:7][CH2:6]1, predict the reactants needed to synthesize it. The reactants are: [CH3:1][O:2][C:3](=[O:30])[CH2:4][C@H:5]1[C:9]2[CH:10]=[CH:11][C:12]([O:14][C@H:15]3[C:23]4[C:18](=[C:19]([CH:28]=O)[C:20]([C:24]([F:27])([F:26])[F:25])=[CH:21][CH:22]=4)[CH2:17][CH2:16]3)=[CH:13][C:8]=2[O:7][CH2:6]1.Cl.[CH:32]12[O:39][CH:36]([CH2:37][CH2:38]1)[CH2:35][NH:34][CH2:33]2.C([O-])(=O)C.[Na+].Cl.C([O-])([O-])=O.[K+].[K+]. (2) Given the product [Cl:7][C:8]1[C:17]2[C:12](=[CH:13][C:14]([O:18][CH3:19])=[CH:15][CH:16]=2)[C:11]([O:20][CH2:22][CH:23]([F:25])[F:24])=[CH:10][N:9]=1, predict the reactants needed to synthesize it. The reactants are: C(=O)([O-])[O-].[K+].[K+].[Cl:7][C:8]1[C:17]2[C:12](=[CH:13][C:14]([O:18][CH3:19])=[CH:15][CH:16]=2)[C:11]([OH:20])=[CH:10][N:9]=1.Br[CH2:22][CH:23]([F:25])[F:24]. (3) Given the product [CH3:24][C:23]1[CH:22]=[C:21]([CH3:25])[NH:20][C:19](=[O:26])[C:18]=1[CH2:17][NH:16][C:14]([C:4]1[CH:3]=[C:2]([C:35]2[CH2:40][CH2:39][N:38]([C:41]([O:43][C:44]([CH3:47])([CH3:46])[CH3:45])=[O:42])[CH2:37][CH:36]=2)[N:7]=[C:6]2[N:8]([CH:11]([CH3:13])[CH3:12])[N:9]=[CH:10][C:5]=12)=[O:15], predict the reactants needed to synthesize it. The reactants are: Br[C:2]1[CH:3]=[C:4]([C:14]([NH:16][CH2:17][C:18]2[C:19](=[O:26])[NH:20][C:21]([CH3:25])=[CH:22][C:23]=2[CH3:24])=[O:15])[C:5]2[CH:10]=[N:9][N:8]([CH:11]([CH3:13])[CH3:12])[C:6]=2[N:7]=1.CC1(C)C(C)(C)OB([C:35]2[CH2:40][CH2:39][N:38]([C:41]([O:43][C:44]([CH3:47])([CH3:46])[CH3:45])=[O:42])[CH2:37][CH:36]=2)O1.C([O-])([O-])=O.[Na+].[Na+].CCOC(C)=O. (4) Given the product [CH3:1][O:2][C:3]1[CH:4]=[C:5]2[C:6](=[C:7]([O:9][CH3:10])[CH:8]=1)[C:26](=[O:27])[CH2:21][C:11]12[CH2:12][CH2:13][C:14]2([O:18][CH2:17][CH2:16][O:15]2)[CH2:19][CH2:20]1, predict the reactants needed to synthesize it. The reactants are: [CH3:1][O:2][C:3]1[CH:4]=[C:5]([C:11]2([CH:21]3[C:26](=[O:27])OC(C)(C)OC3=O)[CH2:20][CH2:19][C:14]3([O:18][CH2:17][CH2:16][O:15]3)[CH2:13][CH2:12]2)[CH:6]=[C:7]([O:9][CH3:10])[CH:8]=1.FC(F)(F)S([O-])(=O)=O.[Yb+3].FC(F)(F)S([O-])(=O)=O.FC(F)(F)S([O-])(=O)=O. (5) The reactants are: [F:1][C:2]1[CH:7]=[CH:6][C:5]([N:8]2[C:16]3[C:11](=[CH:12][C:13]([CH2:20][C:21]([CH3:27])([CH3:26])[C:22]([O:24]C)=[O:23])=[C:14]([CH:17]([CH3:19])[CH3:18])[CH:15]=3)[CH:10]=[N:9]2)=[CH:4][CH:3]=1.Cl. Given the product [F:1][C:2]1[CH:3]=[CH:4][C:5]([N:8]2[C:16]3[C:11](=[CH:12][C:13]([CH2:20][C:21]([CH3:27])([CH3:26])[C:22]([OH:24])=[O:23])=[C:14]([CH:17]([CH3:19])[CH3:18])[CH:15]=3)[CH:10]=[N:9]2)=[CH:6][CH:7]=1, predict the reactants needed to synthesize it. (6) Given the product [Cl:21][C:18]1[CH:19]=[CH:20][C:15]([O:14][CH2:13][CH2:12][NH:34][CH2:35][CH2:36][NH:37][S:38]([C:41]2[C:42]3[CH:43]=[CH:44][N:45]=[CH:46][C:47]=3[CH:48]=[CH:49][CH:50]=2)(=[O:40])=[O:39])=[C:16]([CH2:22][C:23]2[CH:28]=[CH:27][CH:26]=[C:25]([C:29]([F:32])([F:31])[F:30])[CH:24]=2)[CH:17]=1, predict the reactants needed to synthesize it. The reactants are: CC(C[AlH]CC(C)C)C.CO[C:12](=O)[CH2:13][O:14][C:15]1[CH:20]=[CH:19][C:18]([Cl:21])=[CH:17][C:16]=1[CH2:22][C:23]1[CH:28]=[CH:27][CH:26]=[C:25]([C:29]([F:32])([F:31])[F:30])[CH:24]=1.[NH2:34][CH2:35][CH2:36][NH:37][S:38]([C:41]1[C:42]2[CH:43]=[CH:44][N:45]=[CH:46][C:47]=2[CH:48]=[CH:49][CH:50]=1)(=[O:40])=[O:39]. (7) Given the product [ClH:1].[ClH:1].[Cl:1][C:2]1[N:7]=[CH:6][C:5]([N:8]2[CH2:13][CH2:12][CH:11]([NH2:14])[CH2:10][CH2:9]2)=[CH:4][CH:3]=1, predict the reactants needed to synthesize it. The reactants are: [Cl:1][C:2]1[N:7]=[CH:6][C:5]([N:8]2[CH2:13][CH2:12][CH:11]([NH:14]C(=O)OC(C)(C)C)[CH2:10][CH2:9]2)=[CH:4][CH:3]=1.C1COCC1.CO. (8) Given the product [C:1]([O:5][C:6](=[O:37])[CH2:7][O:8][C:9]1[C:18]2[CH2:17][CH2:16][CH2:15][C@@H:14]([N:19]([S:21]([C:24]3[CH:29]=[C:28]([C:30]([F:31])([F:32])[F:33])[CH:27]=[C:26]([CH:34]([CH3:35])[CH3:36])[CH:25]=3)(=[O:23])=[O:22])[CH3:20])[C:13]=2[CH:12]=[CH:11][CH:10]=1)([CH3:4])([CH3:3])[CH3:2], predict the reactants needed to synthesize it. The reactants are: [C:1]([O:5][C:6](=[O:37])[CH2:7][O:8][C:9]1[C:18]2[CH2:17][CH2:16][CH2:15][C@@H:14]([N:19]([S:21]([C:24]3[CH:29]=[C:28]([C:30]([F:33])([F:32])[F:31])[CH:27]=[C:26]([C:34]([CH3:36])=[CH2:35])[CH:25]=3)(=[O:23])=[O:22])[CH3:20])[C:13]=2[CH:12]=[CH:11][CH:10]=1)([CH3:4])([CH3:3])[CH3:2].